This data is from NCI-60 drug combinations with 297,098 pairs across 59 cell lines. The task is: Regression. Given two drug SMILES strings and cell line genomic features, predict the synergy score measuring deviation from expected non-interaction effect. Drug 1: CNC(=O)C1=CC=CC=C1SC2=CC3=C(C=C2)C(=NN3)C=CC4=CC=CC=N4. Drug 2: CC1CCCC2(C(O2)CC(NC(=O)CC(C(C(=O)C(C1O)C)(C)C)O)C(=CC3=CSC(=N3)C)C)C. Cell line: COLO 205. Synergy scores: CSS=5.22, Synergy_ZIP=1.46, Synergy_Bliss=3.56, Synergy_Loewe=-5.16, Synergy_HSA=-1.62.